This data is from Experimentally validated miRNA-target interactions with 360,000+ pairs, plus equal number of negative samples. The task is: Binary Classification. Given a miRNA mature sequence and a target amino acid sequence, predict their likelihood of interaction. (1) The miRNA is hsa-miR-1469 with sequence CUCGGCGCGGGGCGCGGGCUCC. Result: 0 (no interaction). The protein sequence of the target gene is MASVDFKTYVDQACRAAEEFVNVYYTTMDKRRRLLSRLYMGTATLVWNGNAVSGQESLSEFFEMLPSSEFQISVVDCQPVHDEATPSQTTVLVVICGSVKFEGNKQRDFNQNFILTAQASPSNTVWKIASDCFRFQDWAS. (2) The miRNA is hsa-miR-7152-5p with sequence UUUCCUGUCCUCCAACCAGACC. The protein sequence of the target gene is MSPESKKLFNIVILGVAFMFMFTAFQTCGNVAQTVIRSLNSTDFHGSGYTSLAIIYGVFSASNLITPSVVAIVGPQISMFVSGLFYSMYIAVFIQPFPWSFYTASVFIGIAAAVLWTAQGNCLTINSDEHTIGRNSGIFWALLQSSLFFGNLYIYFAWQGKTQISEHDRRTVFIALTVISLVGTVLFFLIRKPDPENVLGEEESCDDQDMEATESAQNNVTKAVDAFKKSLRLCVTREMLLLSVTTAYTGLELTFFSGVYGTCIGAVNKFGTEEKSLIGLSGIFIGIGEILGGSLFGLLS.... Result: 0 (no interaction). (3) The miRNA is hsa-miR-6838-5p with sequence AAGCAGCAGUGGCAAGACUCCU. The protein sequence of the target gene is MAAPSGGVNCEEFAEFQELLKVMRTIDDRIVHELNTTVPTASFAGKIDASQTCKQLYESLMAAHASRDRVIKNCIAQTSAVVKNLREEREKNLDDLTLLKQLRKEQTKLKWMQSELNVEEVVNDRSWKVFNERCRIHFKPPKNE. Result: 0 (no interaction).